This data is from Forward reaction prediction with 1.9M reactions from USPTO patents (1976-2016). The task is: Predict the product of the given reaction. (1) Given the reactants [Cl:1][C:2]1[CH:3]=[CH:4][C:5]([C:8]([F:15])([F:14])[C:9]([O:11]CC)=[O:10])=[N:6][CH:7]=1.CO.O.O.[OH-].[Li+], predict the reaction product. The product is: [Cl:1][C:2]1[CH:3]=[CH:4][C:5]([C:8]([F:15])([F:14])[C:9]([OH:11])=[O:10])=[N:6][CH:7]=1. (2) Given the reactants [Cl:1][C:2]1[CH:17]=[CH:16][C:5]([C:6]([NH:8][CH2:9][CH:10]2[CH2:15][CH2:14]CCC2)=[O:7])=[CH:4][N:3]=1.C1(CN)CC1, predict the reaction product. The product is: [Cl:1][C:2]1[CH:17]=[CH:16][C:5]([C:6]([NH:8][CH2:9][CH:10]2[CH2:15][CH2:14]2)=[O:7])=[CH:4][N:3]=1. (3) Given the reactants [CH2:1]([N:8]1[CH2:13][CH2:12][CH2:11][CH2:10][C@@H:9]1[CH2:14]O)[C:2]1[CH:7]=[CH:6][CH:5]=[CH:4][CH:3]=1.P(Br)(Br)[Br:17].Cl, predict the reaction product. The product is: [CH2:1]([N:8]1[CH2:13][CH2:12][CH2:11][CH2:10][C@@H:9]1[CH2:14][Br:17])[C:2]1[CH:7]=[CH:6][CH:5]=[CH:4][CH:3]=1. (4) The product is: [I:21][CH2:19][C@@H:17]1[CH2:18][C@@H:16]1[CH:13]1[CH2:14][CH2:15][N:10]([C:7]2[N:6]=[CH:5][C:4]([CH:1]([CH3:3])[CH3:2])=[CH:9][N:8]=2)[CH2:11][CH2:12]1. Given the reactants [CH:1]([C:4]1[CH:5]=[N:6][C:7]([N:10]2[CH2:15][CH2:14][CH:13]([C@H:16]3[CH2:18][C@H:17]3[CH2:19]O)[CH2:12][CH2:11]2)=[N:8][CH:9]=1)([CH3:3])[CH3:2].[I-:21], predict the reaction product. (5) The product is: [C:3]([O:7][C:8](=[O:21])[CH2:9][CH:10]1[CH2:11][CH2:12][CH:13]([C:16]([O:18][CH2:19][CH3:20])=[O:17])[CH2:14][CH2:15]1)([CH3:5])([CH3:6])[CH3:4]. Given the reactants [H][H].[C:3]([O:7][C:8](=[O:21])[CH:9]=[C:10]1[CH2:15][CH2:14][CH:13]([C:16]([O:18][CH2:19][CH3:20])=[O:17])[CH2:12][CH2:11]1)([CH3:6])([CH3:5])[CH3:4], predict the reaction product.